This data is from Forward reaction prediction with 1.9M reactions from USPTO patents (1976-2016). The task is: Predict the product of the given reaction. (1) Given the reactants C1(C([N:9]2[CH:14]([C:15]([O:17][CH2:18][CH3:19])=[O:16])[CH:13]3[CH2:20][CH2:21][CH:10]2[CH:11]=[CH:12]3)C)C=CC=CC=1.[C@@H]12C[C@@H](CC1)[C@H](C(OCC)=O)N2, predict the reaction product. The product is: [CH:10]12[CH2:11][CH2:12][CH:13]([CH2:20][CH2:21]1)[CH:14]([C:15]([O:17][CH2:18][CH3:19])=[O:16])[NH:9]2. (2) Given the reactants C(O[C:5]1[C:6](=[O:18])[C:7](=[O:17])[C:8]=1[C:9]1[CH:14]=[CH:13][C:12]([O:15][CH3:16])=[CH:11][CH:10]=1)(C)C.[CH3:19][C:20]([NH2:29])([CH3:28])[CH2:21][C:22]1[CH:27]=[CH:26][CH:25]=[CH:24][CH:23]=1, predict the reaction product. The product is: [CH3:28][C:20]([NH:29][C:5]1[C:6](=[O:18])[C:7](=[O:17])[C:8]=1[C:9]1[CH:10]=[CH:11][C:12]([O:15][CH3:16])=[CH:13][CH:14]=1)([CH3:19])[CH2:21][C:22]1[CH:27]=[CH:26][CH:25]=[CH:24][CH:23]=1. (3) Given the reactants [CH2:1]([Sn:5]([Li])([CH2:10][CH2:11][CH2:12][CH3:13])[CH2:6][CH2:7][CH2:8][CH3:9])[CH2:2][CH2:3][CH3:4].Cl[C:16]1[N:21]=[CH:20][CH:19]=[CH:18][N:17]=1, predict the reaction product. The product is: [CH2:1]([Sn:5]([CH2:10][CH2:11][CH2:12][CH3:13])([CH2:6][CH2:7][CH2:8][CH3:9])[C:16]1[N:21]=[CH:20][CH:19]=[CH:18][N:17]=1)[CH2:2][CH2:3][CH3:4]. (4) Given the reactants [CH2:1]([N:4]1[C:12]2C(=CC=[CH:10][CH:11]=2)[C:6](=[O:13])[C:5]1=O)[CH2:2]C.[Cl:15][C:16]1[CH:17]=[C:18]2[C:22](=[CH:23][CH:24]=1)[NH:21][C:20](=[O:25])[C:19]2=[O:26].BrCCCN1CCOCC1, predict the reaction product. The product is: [Cl:15][C:16]1[CH:17]=[C:18]2[C:22](=[CH:23][CH:24]=1)[N:21]([CH2:10][CH2:11][CH2:12][N:4]1[CH2:1][CH2:2][O:13][CH2:6][CH2:5]1)[C:20](=[O:25])[C:19]2=[O:26].